This data is from Experimentally validated miRNA-target interactions with 360,000+ pairs, plus equal number of negative samples. The task is: Binary Classification. Given a miRNA mature sequence and a target amino acid sequence, predict their likelihood of interaction. (1) The miRNA is hsa-miR-8485 with sequence CACACACACACACACACGUAU. Result: 1 (interaction). The protein sequence of the target gene is MELVLVFLCSLLAPMVLASAAEKEKEMDPFHYDYQTLRIGGLVFAVVLFSVGILLILSRRCKCSFNQKPRAPGDEEAQVENLITANATEPQKAEN. (2) The miRNA is hsa-miR-190a-3p with sequence CUAUAUAUCAAACAUAUUCCU. The protein sequence of the target gene is MDPSMGVNSVTISVEGMTCNSCVWTIEQQIGKVNGVHHIKVSLEEKNATIIYDPKLQTPKTLQEAIDDMGFDAVIHNPDPLPVLTDTLFLTVTASLTLPWDHIQSTLLKTKGVTDIKIYPQKRTVAVTIIPSIVNANQIKELVPELSLDTGTLEKKSGACEDHSMAQAGEVVLKMKVEGMTCHSCTSTIEGKIGKLQGVQRIKVSLDNQEATIVYQPHLISVEEMKKQIEAMGFPAFVKKQPKYLKLGAIDVERLKNTPVKSSEGSQQRSPSYTNDSTATFIIDGMHCKSCVSNIESTLS.... Result: 1 (interaction). (3) The miRNA is hsa-miR-147a with sequence GUGUGUGGAAAUGCUUCUGC. The protein sequence of the target gene is MSEKSVEAAAELSAKDLKEKKDKVEEKAGRKERKKEVVEEEENGAEEEEEETAEDGEDDDEGDEEDEEEEEEDEGPVRKRTAEEEDEADPKRQKTENGASA. Result: 0 (no interaction). (4) The miRNA is hsa-miR-149-5p with sequence UCUGGCUCCGUGUCUUCACUCCC. The protein sequence of the target gene is MATAALLRGATPGRGGPVWRWRLRAAPRCRLAHSSCSPGGDPTAGAAWACFRLDGRTLLRVRGPDAAPFLLGLLTNELPLPSPAAAGAPPAARAGYAHFLNVQGRTLYDVILYGLQEHSEVSGFLLECDSSVQGALQKHLALYRIRRKVTVEPHPELRVWAVLPSSPEACGAASLQERAGAAAILIRDPRTARMGWRLLTQDEGPALVPGGRLGDLWDYHQHRYLQGVPEGVRDLPPGVALPLESNLAFMNGVSFTKGCYIGQELTARTHHMGVIRKRLFPVRFLDPLPTSGITPGATVL.... Result: 1 (interaction). (5) The miRNA is hsa-miR-4529-5p with sequence AGGCCAUCAGCAGUCCAAUGAA. The protein sequence of the target gene is MASNPDRGEILLTELQGDSRTLPFSENVSAVQKLDFSDTMVQQKLDDIKDRIKREIRKELKIKEGAENLRKVTTDKKNLAYVDNILKKSNKKLEELHHKLQELNAHIVVSDPEDSTDCPRTPDTPNSDSRSSTSNNRLMALQKQLDIELKVKQGAENMIQMYSNGSSKDRKLHGTAQQLLQDSKTKIEVIRMQILQAVQTNELAFDNAKPVISPLELRMEELRHHFKIEFAVAEGAKNVMKLLGSGKVTDRKALSEAQARFNESSQKLDLLKYSLEQRLNELPRNHPKSSVVIEELSLVA.... Result: 0 (no interaction). (6) The miRNA is hsa-miR-4671-5p with sequence ACCGAAGACUGUGCGCUAAUCU. The protein sequence of the target gene is MSENSTFSTEDSCNSSYKPHASNLRRAGKTCSWASYMTNSPTLIVMIGLPARGKTYVSKKLTRYLNWIGVPTKVFNLGVYRREAVKSYQSYDFFRHDNEEAMKIRKQCALVALEDVKAYFTEESGQIAVFDATNTTRERRDMILNFAKQNAFKVFFVESVCDDPDVIAANILEVKVSSPDYPERNRENVMEDFLKRIECYKVTYQPLDPDNYDKDLSFIKVMNVGQRFLVNRVQDYIQSKIVYYLMNIHVHPRTIYLCRHGESEFNLLGKIGGDSGLSVRGKQFAHALKKFLEEQEIQDL.... Result: 0 (no interaction). (7) The miRNA is hsa-miR-3158-5p with sequence CCUGCAGAGAGGAAGCCCUUC. The protein sequence of the target gene is MPKPINVRVTTMDAELEFAIQPNTTGKQLFDQVVKTVGLREVWFFGLQYVDSKGYSTWLKLNKKVTQQDVKKENPLQFKFRAKFFPEDVSEELIQEITQRLFFLQVKEAILNDEIYCPPETAVLLASYAVQAKYGDYNKEIHKPGYLANDRLLPQRVLEQHKLTKEQWEERIQNWHEEHRGMLREDSMMEYLKIAQDLEMYGVNYFEIKNKKGTELWLGVDALGLNIYEHDDKLTPKIGFPWSEIRNISFNDKKFVIKPIDKKAPDFVFYAPRLRINKRILALCMGNHELYMRRRKPDTI.... Result: 0 (no interaction). (8) The miRNA is mmu-miR-466l-3p with sequence UAUAAAUACAUGCACACAUAUU. The protein sequence of the target gene is MASYPYRQGCPGAAGQAPGAPPGSYYPGPPNSGGQYGSGLPPGGGYGGPAPGGPYGPPAGGGPYGHPNPGMFPSGTPGGPYGGAAPGGPYGQPPPSSYGAQQPGLYGQGGAPPNVDPEAYSWFQSVDSDHSGYISMKELKQALVNCNWSSFNDETCLMMINMFDKTKSGRIDVYGFSALWKFIQQWKNLFQQYDRDRSGSISYTELQQALSQMGYNLSPQFTQLLVSRYCPRSANPAMQLDRFIQVCTQLQVLTEAFREKDTAVQGNIRLSFEDFVTMTASRML. Result: 0 (no interaction). (9) The miRNA is hsa-miR-323a-5p with sequence AGGUGGUCCGUGGCGCGUUCGC. The protein sequence of the target gene is MGRAREVGWMAAGLMIGAGACYCVYKLTIGRDDSEKLEEEGEEEWDDDQELDEEEPDIWFDFETMARPWTEDGDWTEPGAPGGTEDRPSGGGKANRAHPIKQRPFPYEHKNTWSAQNCKNGSCVLDLSKCLFIQGKLLFAEPKDAGFPFSQDINSHLASLSMARNTSPTPDPTVREALCAPDNLNASIESQGQIKMYINEVCRETVSRCCNSFLQQAGLNLLISMTVINNMLAKSASDLKFPLISEGSGCAKVQVLKPLMGLSEKPVLAGELVGAQMLFSFMSLFIRNGNREILLETPAP.... Result: 0 (no interaction).